From a dataset of Full USPTO retrosynthesis dataset with 1.9M reactions from patents (1976-2016). Predict the reactants needed to synthesize the given product. (1) The reactants are: [CH2:1]([C:3]1[CH:4]=[C:5]([CH:25]=[CH:26][CH:27]=1)[O:6][C:7]1[CH:12]=[CH:11][C:10]([C:13]2[C:18]3=[N:19][S:20](=[O:24])(=[O:23])[CH2:21][CH2:22][N:17]3[CH:16]=[CH:15][CH:14]=2)=[CH:9][CH:8]=1)[CH3:2]. Given the product [CH2:1]([C:3]1[CH:4]=[C:5]([CH:25]=[CH:26][CH:27]=1)[O:6][C:7]1[CH:8]=[CH:9][C:10]([CH:13]2[C:18]3=[N:19][S:20](=[O:23])(=[O:24])[CH2:21][CH2:22][N:17]3[CH2:16][CH2:15][CH2:14]2)=[CH:11][CH:12]=1)[CH3:2], predict the reactants needed to synthesize it. (2) Given the product [ClH:27].[NH2:8][C@@H:9]1[CH2:18][C:17]2[C:12](=[CH:13][CH:14]=[CH:15][C:16]=2[O:19][CH2:20][C:21]([O:23][CH2:24][CH3:25])=[O:22])[CH2:11][C@H:10]1[OH:26], predict the reactants needed to synthesize it. The reactants are: C([NH:8][C@@H:9]1[CH2:18][C:17]2[C:12](=[CH:13][CH:14]=[CH:15][C:16]=2[O:19][CH2:20][C:21]([O:23][CH2:24][CH3:25])=[O:22])[CH2:11][C@H:10]1[OH:26])C1C=CC=CC=1.[ClH:27]. (3) Given the product [CH2:1]([O:8][C:9]([N:11]1[CH2:12][CH2:13][C:14]2([CH2:17][C:16]([OH:18])([CH3:21])[CH2:15]2)[CH2:19][CH2:20]1)=[O:10])[C:2]1[CH:3]=[CH:4][CH:5]=[CH:6][CH:7]=1, predict the reactants needed to synthesize it. The reactants are: [CH2:1]([O:8][C:9]([N:11]1[CH2:20][CH2:19][C:14]2([CH2:17][C:16](=[O:18])[CH2:15]2)[CH2:13][CH2:12]1)=[O:10])[C:2]1[CH:7]=[CH:6][CH:5]=[CH:4][CH:3]=1.[CH3:21][Mg]Br.C1(C)C=CC=CC=1.C1COCC1. (4) Given the product [Br:1][C:2]1[CH:3]=[CH:4][C:5]([C:8]2[O:12][N:11]=[C:10]([CH3:13])[C:9]=2[NH:14][CH:18]([CH3:19])[CH2:17][C:16]([CH3:21])([C:22]2[CH:27]=[CH:26][CH:25]=[CH:24][CH:23]=2)[CH3:15])=[CH:6][CH:7]=1, predict the reactants needed to synthesize it. The reactants are: [Br:1][C:2]1[CH:7]=[CH:6][C:5]([C:8]2[O:12][N:11]=[C:10]([CH3:13])[C:9]=2[NH2:14])=[CH:4][CH:3]=1.[CH3:15][C:16]([C:22]1[CH:27]=[CH:26][CH:25]=[CH:24][CH:23]=1)([CH3:21])[CH2:17][C:18](=O)[CH3:19]. (5) Given the product [OH:8][CH2:9][C@@H:10]1[CH2:15][CH2:14][CH2:13][C@H:12]([CH2:16][O:17][C:18]([CH3:27])([CH3:26])[C:19]([O:21][C:22]([CH3:25])([CH3:24])[CH3:23])=[O:20])[CH2:11]1, predict the reactants needed to synthesize it. The reactants are: [Si]([O:8][CH2:9][C@@H:10]1[CH2:15][CH2:14][CH2:13][C@H:12]([CH2:16][O:17][C:18]([CH3:27])([CH3:26])[C:19]([O:21][C:22]([CH3:25])([CH3:24])[CH3:23])=[O:20])[CH2:11]1)(C(C)(C)C)(C)C.O.CC(OC)(C)C. (6) Given the product [NH2:41][C:42]1([C:46]2[CH:47]=[CH:48][C:49]([C:52]3[C:53]([C:65]4[CH:66]=[CH:67][CH:68]=[CH:69][CH:70]=4)=[CH:54][C:55]4[N:61]([CH3:62])[C:60](=[O:63])[CH2:59][CH2:58][NH:57][C:56]=4[N:64]=3)=[CH:50][CH:51]=2)[CH2:43][CH2:44][CH2:45]1, predict the reactants needed to synthesize it. The reactants are: N1C=CN=C1CN1C(=O)COC2N=C(C3C=CC(C4(N)CCC4)=CC=3)C(C3C=CC=CC=3)=CC1=2.C(OC(=O)[NH:41][C:42]1([C:46]2[CH:51]=[CH:50][C:49]([C:52]3[C:53]([C:65]4[CH:70]=[CH:69][CH:68]=[CH:67][CH:66]=4)=[CH:54][C:55]4[N:61]([CH3:62])[C:60](=[O:63])[CH2:59][CH2:58][NH:57][C:56]=4[N:64]=3)=[CH:48][CH:47]=2)[CH2:45][CH2:44][CH2:43]1)(C)(C)C. (7) Given the product [F:20][C:21]1[CH:26]=[CH:25][C:24]([C:2]2[CH:3]=[N:4][C:5]3[N:6]([CH:8]=[C:9]([CH2:11][O:12][C:13]4[CH:18]=[C:17]([F:19])[CH:16]=[CH:15][N:14]=4)[N:10]=3)[CH:7]=2)=[CH:23][CH:22]=1, predict the reactants needed to synthesize it. The reactants are: Br[C:2]1[CH:3]=[N:4][C:5]2[N:6]([CH:8]=[C:9]([CH2:11][O:12][C:13]3[CH:18]=[C:17]([F:19])[CH:16]=[CH:15][N:14]=3)[N:10]=2)[CH:7]=1.[F:20][C:21]1[CH:26]=[CH:25][C:24](B(O)O)=[CH:23][CH:22]=1.